From a dataset of Reaction yield outcomes from USPTO patents with 853,638 reactions. Predict the reaction yield, written as a fraction of the theoretical maximum amount of product (1.0 means a 100% yield; for example, 0.34 means a 34% yield). (1) The reactants are [CH3:1][O:2][C:3]([NH:5][C@@H:6]([CH3:19])[C:7]([C:9]1[CH:14]=[C:13]([O:15][CH3:16])[CH:12]=[CH:11][C:10]=1[O:17][CH3:18])=[O:8])=[O:4].C[SiH](C)C1C=CC=CC=1.C(O)(C(F)(F)F)=O. The catalyst is C(Cl)Cl. The product is [CH3:1][O:2][C:3]([NH:5][C@@H:6]([CH3:19])[C@@H:7]([C:9]1[CH:14]=[C:13]([O:15][CH3:16])[CH:12]=[CH:11][C:10]=1[O:17][CH3:18])[OH:8])=[O:4]. The yield is 0.750. (2) The reactants are [F:1][C:2]([Si](C)(C)C)([F:4])[F:3].[Br:9][C:10]1[CH:15]=[CH:14][C:13](/[CH:16]=[N:17]\[S@@:18]([C:20]([CH3:23])([CH3:22])[CH3:21])=[O:19])=[CH:12][CH:11]=1. The catalyst is C([O-])(=O)C.C([N+](CCCC)(CCCC)CCCC)CCC.CN(C=O)C. The product is [Br:9][C:10]1[CH:11]=[CH:12][C:13]([C@H:16]([NH:17][S@@:18]([C:20]([CH3:23])([CH3:22])[CH3:21])=[O:19])[C:2]([F:4])([F:3])[F:1])=[CH:14][CH:15]=1. The yield is 0.760. (3) The reactants are C([O:3][C:4]([C:6]1[S:7][C:8]([CH:11]([O:13][C:14]2[CH:19]=[C:18]([CH3:20])[C:17]([C:21]3[CH:26]=[CH:25][C:24]([C:27]([F:30])([F:29])[F:28])=[CH:23][CH:22]=3)=[C:16]([CH3:31])[CH:15]=2)[CH3:12])=[CH:9][CH:10]=1)=[O:5])C.[OH-].[Li+].Cl. The catalyst is C1COCC1. The product is [CH3:20][C:18]1[CH:19]=[C:14]([O:13][CH:11]([C:8]2[S:7][C:6]([C:4]([OH:5])=[O:3])=[CH:10][CH:9]=2)[CH3:12])[CH:15]=[C:16]([CH3:31])[C:17]=1[C:21]1[CH:22]=[CH:23][C:24]([C:27]([F:28])([F:29])[F:30])=[CH:25][CH:26]=1. The yield is 0.920. (4) The reactants are [C:1]([NH:8][C@H:9]([C:11]([OH:13])=O)[CH3:10])([O:3][C:4]([CH3:7])([CH3:6])[CH3:5])=[O:2].C1C=CC2N(O)N=NC=2C=1.Cl.[CH3:25][NH:26][O:27][CH3:28].C(N(CC)CC)C.C1(N=C=NC2CCCCC2)CCCCC1. The catalyst is ClCCl. The product is [C:4]([O:3][C:1]([NH:8][C@@H:9]([CH3:10])[C:11]([N:26]([O:27][CH3:28])[CH3:25])=[O:13])=[O:2])([CH3:5])([CH3:6])[CH3:7]. The yield is 0.810.